Binary Classification. Given a T-cell receptor sequence (or CDR3 region) and an epitope sequence, predict whether binding occurs between them. From a dataset of TCR-epitope binding with 47,182 pairs between 192 epitopes and 23,139 TCRs. The epitope is LLLGIGILV. The TCR CDR3 sequence is CASSGELLSNTEAFF. Result: 1 (the TCR binds to the epitope).